Dataset: Forward reaction prediction with 1.9M reactions from USPTO patents (1976-2016). Task: Predict the product of the given reaction. (1) Given the reactants [F:1][C:2]1[CH:7]=[C:6](I)[CH:5]=[CH:4][C:3]=1[NH:9][CH:10]=[O:11].B1(B2O[C:24]([CH3:27])(C)[C:23]([CH3:29])(C)O2)O[C:24](C)([CH3:27])[C:23](C)([CH3:29])O1.[C:30]([O-])(=O)[CH3:31].[K+].[CH3:35][C:36]([CH3:43])([CH2:40][CH:41]=[O:42])[C:37]([O-:39])=[O:38].[C:44](=O)([O-])[O-].[Cs+].[Cs+], predict the reaction product. The product is: [F:1][C:2]1[CH:7]=[C:6]([C:23]2[CH:24]=[CH:27][C:31]([C:41](=[O:42])[CH2:40][C:36]([CH3:43])([CH3:35])[C:37]([O:39][CH3:44])=[O:38])=[CH:30][CH:29]=2)[CH:5]=[CH:4][C:3]=1[NH:9][CH:10]=[O:11]. (2) Given the reactants [N:1]([CH2:4][CH2:5][C:6]1[CH:11]=[C:10]([O:12][CH3:13])[CH:9]=[C:8]([O:14][CH3:15])[CH:7]=1)=[C:2]=[S:3].[Cl-].[Cl-].[Cl-].[Al+3], predict the reaction product. The product is: [CH3:15][O:14][C:8]1[CH:7]=[C:6]2[C:11](=[C:10]([O:12][CH3:13])[CH:9]=1)[C:2](=[S:3])[NH:1][CH2:4][CH2:5]2. (3) Given the reactants [C:1](C1C=CC=CC=1)(=[S:8])C1C=CC=CC=1.C([NH:17][CH2:18][CH2:19][CH2:20][CH3:21])C.CO[C:24]1[CH:32]=[CH:31][C:27]([C:28](Cl)=[O:29])=[CH:26][CH:25]=1.[OH-].[Na+].C(O[CH2:39][CH2:40][CH2:41][CH3:42])(=O)C, predict the reaction product. The product is: [CH:24]1[CH:32]=[CH:31][C:27]([CH2:28][O:29][C:41]2[CH:42]=[CH:21][C:20]([CH2:19][C@H:18]([NH2:17])[CH2:1][SH:8])=[CH:39][CH:40]=2)=[CH:26][CH:25]=1. (4) Given the reactants [C:1]12([NH2:11])[CH2:10][CH:5]3[CH2:6][CH:7]([CH2:9][CH:3]([CH2:4]3)[CH2:2]1)[CH2:8]2.Br[C:13]1[CH:18]=[CH:17][CH:16]=[CH:15][CH:14]=1.CC(C)([O-])C.[Na+].CCOCC, predict the reaction product. The product is: [C:1]12([NH:11][C:13]3[CH:18]=[CH:17][CH:16]=[CH:15][CH:14]=3)[CH2:8][CH:7]3[CH2:6][CH:5]([CH2:4][CH:3]([CH2:9]3)[CH2:2]1)[CH2:10]2.